Dataset: Reaction yield outcomes from USPTO patents with 853,638 reactions. Task: Predict the reaction yield, written as a fraction of the theoretical maximum amount of product (1.0 means a 100% yield; for example, 0.34 means a 34% yield). (1) The catalyst is CO. The reactants are [NH:1]1[C:9]2[C:4](=[CH:5][CH:6]=[CH:7][CH:8]=2)[C:3]([CH2:10][CH2:11][C:12](=O)[CH3:13])=[CH:2]1.C([O-])(=O)C.[NH4+].C([BH3-])#[N:21].[Na+]. The product is [NH:1]1[C:9]2[C:4](=[CH:5][CH:6]=[CH:7][CH:8]=2)[C:3]([CH2:10][CH2:11][CH:12]([NH2:21])[CH3:13])=[CH:2]1. The yield is 0.620. (2) The reactants are O=P(Cl)(Cl)Cl.[O:6]1[C:10]2[CH:11]=[CH:12][C:13]([C:15]3([C:18]([NH:20][C:21]4[CH:22]=[C:23]5[C:27](=[CH:28][CH:29]=4)[NH:26][C:25]([C:30]([CH3:33])([CH3:32])[CH3:31])=[CH:24]5)=[O:19])[CH2:17][CH2:16]3)=[CH:14][C:9]=2[O:8][CH2:7]1.CN([CH:37]=[O:38])C. No catalyst specified. The product is [O:6]1[C:10]2[CH:11]=[CH:12][C:13]([C:15]3([C:18]([NH:20][C:21]4[CH:22]=[C:23]5[C:27](=[CH:28][CH:29]=4)[NH:26][C:25]([C:30]([CH3:33])([CH3:32])[CH3:31])=[C:24]5[CH:37]=[O:38])=[O:19])[CH2:17][CH2:16]3)=[CH:14][C:9]=2[O:8][CH2:7]1. The yield is 0.610. (3) The reactants are C(OC([NH:8][C@H:9]([CH2:31][C:32]1[CH:37]=[CH:36][CH:35]=[CH:34][CH:33]=1)[CH2:10][N:11]([CH2:14][C@H:15]([NH:23][C:24]([O:26][C:27](C)(C)[CH3:28])=[O:25])[CH2:16][C:17]1[CH:22]=[CH:21][CH:20]=[CH:19][CH:18]=1)[CH2:12][CH3:13])=O)(C)(C)C.FC(F)(F)C(O)=O.[C:45](=[O:63])([O:56][CH2:57][C:58]1[S:62][CH:61]=[N:60][CH:59]=1)OC1C=CC([N+]([O-])=O)=CC=1. The catalyst is ClCCl.C(OCC)(=O)C. The product is [CH2:12]([N:11]([CH2:10][C@@H:9]([NH:8][C:45]([O:56][CH2:57][C:58]1[S:62][CH:61]=[N:60][CH:59]=1)=[O:63])[CH2:31][C:32]1[CH:33]=[CH:34][CH:35]=[CH:36][CH:37]=1)[CH2:14][C@@H:15]([NH:23][C:24]([O:26][CH2:27][C:28]1[S:62][CH:61]=[N:60][CH:59]=1)=[O:25])[CH2:16][C:17]1[CH:22]=[CH:21][CH:20]=[CH:19][CH:18]=1)[CH3:13]. The yield is 0.310. (4) The reactants are [CH3:1][C:2]1[C:11]2[C:6](=[CH:7][CH:8]=[CH:9][CH:10]=2)[CH:5]=[CH:4][N:3]=1.[Li+].CC([N-]C(C)C)C.I[CH2:21][CH:22]1[CH2:27][CH2:26][N:25]([C:28]([O:30][C:31]([CH3:34])([CH3:33])[CH3:32])=[O:29])[CH2:24][CH2:23]1. The catalyst is C1COCC1. The product is [C:2]1([CH2:1][CH2:21][CH:22]2[CH2:27][CH2:26][N:25]([C:28]([O:30][C:31]([CH3:32])([CH3:34])[CH3:33])=[O:29])[CH2:24][CH2:23]2)[C:11]2[C:6](=[CH:7][CH:8]=[CH:9][CH:10]=2)[CH:5]=[CH:4][N:3]=1. The yield is 0.660. (5) The reactants are [C:1]([C:3]1[CH:8]=[CH:7][CH:6]=[CH:5][C:4]=1[C:9]1[CH:14]=[CH:13][C:12]([CH2:15][C:16]2[C:21](=[O:22])[N:20]([C:23]3[CH:36]=[CH:35][C:26]([O:27][C:28]([CH3:34])([CH3:33])[C:29](OC)=[O:30])=[CH:25][CH:24]=3)[C:19]([CH3:37])=[N:18][C:17]=2[CH2:38][CH2:39][CH3:40])=[C:11]([F:41])[CH:10]=1)#[N:2].[BH4-].[Li+].C(OCC)(=O)C.O. The catalyst is O1CCCC1. The product is [F:41][C:11]1[CH:10]=[C:9]([C:4]2[C:3]([C:1]#[N:2])=[CH:8][CH:7]=[CH:6][CH:5]=2)[CH:14]=[CH:13][C:12]=1[CH2:15][C:16]1[C:21](=[O:22])[N:20]([C:23]2[CH:36]=[CH:35][C:26]([O:27][C:28]([CH3:33])([CH3:34])[CH2:29][OH:30])=[CH:25][CH:24]=2)[C:19]([CH3:37])=[N:18][C:17]=1[CH2:38][CH2:39][CH3:40]. The yield is 0.730.